Dataset: Full USPTO retrosynthesis dataset with 1.9M reactions from patents (1976-2016). Task: Predict the reactants needed to synthesize the given product. (1) Given the product [Br:22][C:23]1[S:27][CH:26]=[C:25]([CH2:28][O:20][C:17]2[CH:18]=[CH:19][N:14]([C:11]3[CH:12]=[CH:13][C:6]4[N:5]=[C:4]([CH:1]5[CH2:2][CH2:3]5)[N:8]([CH3:9])[C:7]=4[CH:10]=3)[C:15](=[O:21])[CH:16]=2)[CH:24]=1, predict the reactants needed to synthesize it. The reactants are: [CH:1]1([C:4]2[N:8]([CH3:9])[C:7]3[CH:10]=[C:11]([N:14]4[CH:19]=[CH:18][C:17]([OH:20])=[CH:16][C:15]4=[O:21])[CH:12]=[CH:13][C:6]=3[N:5]=2)[CH2:3][CH2:2]1.[Br:22][C:23]1[S:27][CH:26]=[C:25]([CH2:28]O)[CH:24]=1.C(P(CCCC)CCCC)CCC.N(C(N1CCCCC1)=O)=NC(N1CCCCC1)=O. (2) Given the product [F:45][C:41]1[C:40]([C:2]2[N:3]=[C:4]([N:23]3[CH2:28][CH2:27][O:26][CH2:25][CH2:24]3)[C:5]3[N:11]=[C:10]([CH2:12][N:13]4[CH2:16][CH:15]([CH:17]5[CH2:22][CH2:21][O:20][CH2:19][CH2:18]5)[CH2:14]4)[CH:9]=[CH:8][C:6]=3[N:7]=2)=[C:39]2[C:44](=[CH:43][CH:42]=1)[NH:36][CH:37]=[CH:38]2, predict the reactants needed to synthesize it. The reactants are: Cl[C:2]1[N:3]=[C:4]([N:23]2[CH2:28][CH2:27][O:26][CH2:25][CH2:24]2)[C:5]2[N:11]=[C:10]([CH2:12][N:13]3[CH2:16][CH:15]([CH:17]4[CH2:22][CH2:21][O:20][CH2:19][CH2:18]4)[CH2:14]3)[CH:9]=[CH:8][C:6]=2[N:7]=1.[Si]([N:36]1[C:44]2[C:39](=[C:40](B3OC(C)(C)C(C)(C)O3)[C:41]([F:45])=[CH:42][CH:43]=2)[CH:38]=[CH:37]1)(C(C)(C)C)(C)C. (3) Given the product [NH2:5][C:4]1[CH:3]=[C:2](/[CH:36]=[CH:35]/[N:37]2[C:38](=[O:47])[C:39]3[C:44](=[CH:43][CH:42]=[CH:41][CH:40]=3)[C:45]2=[O:46])[CH:8]=[C:7]([C:9]([F:12])([F:11])[F:10])[CH:6]=1, predict the reactants needed to synthesize it. The reactants are: Br[C:2]1[CH:3]=[C:4]([CH:6]=[C:7]([C:9]([F:12])([F:11])[F:10])[CH:8]=1)[NH2:5].CC1C=CC=CC=1P(C1C=CC=CC=1C)C1C=CC=C(C)C=1.[CH:35]([N:37]1[C:45](=[O:46])[C:44]2[C:39](=[CH:40][CH:41]=[CH:42][CH:43]=2)[C:38]1=[O:47])=[CH2:36]. (4) Given the product [F:37][CH:10]([F:9])[C:11]1[CH:16]=[CH:15][N:14]=[C:13]([NH:17][C:18]2[CH:23]=[C:22]([C:24]3[N:25]=[N:26][N:27]([CH:29]4[CH2:34][CH2:33][CH2:32][C:31]([CH3:35])([OH:38])[CH:30]4[OH:5])[CH:28]=3)[CH:21]=[C:20]([CH3:36])[CH:19]=2)[N:12]=1, predict the reactants needed to synthesize it. The reactants are: C[N+]1([O-])CC[O:5]CC1.[F:9][CH:10]([F:37])[C:11]1[CH:16]=[CH:15][N:14]=[C:13]([NH:17][C:18]2[CH:23]=[C:22]([C:24]3[N:25]=[N:26][N:27]([CH:29]4[CH2:34][CH2:33][CH2:32][C:31]([CH3:35])=[CH:30]4)[CH:28]=3)[CH:21]=[C:20]([CH3:36])[CH:19]=2)[N:12]=1.[OH2:38]. (5) The reactants are: [NH:1]1[CH2:6][CH2:5][CH:4]([N:7]2[C:15]3[C:10](=[N:11][CH:12]=[CH:13][CH:14]=3)[NH:9][C:8]2=[O:16])[CH2:3][CH2:2]1.Cl[C:18]1[N:23]=[CH:22][N:21]=[C:20]([O:24][C:25]2[CH:26]=[C:27]([CH3:39])[C:28]3[N:32]=[C:31]([C@@H:33]4[CH2:37][CH2:36][CH2:35][O:34]4)[NH:30][C:29]=3[CH:38]=2)[CH:19]=1.CCN(C(C)C)C(C)C. Given the product [CH3:39][C:27]1[C:28]2[N:32]=[C:31]([C@@H:33]3[CH2:37][CH2:36][CH2:35][O:34]3)[NH:30][C:29]=2[CH:38]=[C:25]([O:24][C:20]2[N:21]=[CH:22][N:23]=[C:18]([N:1]3[CH2:2][CH2:3][CH:4]([N:7]4[C:15]5[C:10](=[N:11][CH:12]=[CH:13][CH:14]=5)[NH:9][C:8]4=[O:16])[CH2:5][CH2:6]3)[CH:19]=2)[CH:26]=1, predict the reactants needed to synthesize it. (6) The reactants are: [CH2:1]([O:3][C:4](=[O:9])[CH2:5][CH2:6][CH2:7]Br)[CH3:2].[CH:10]1([NH2:16])[CH2:15][CH2:14][CH2:13][CH2:12][CH2:11]1. Given the product [CH2:1]([O:3][C:4](=[O:9])[CH2:5][CH2:6][CH2:7][NH:16][CH:10]1[CH2:15][CH2:14][CH2:13][CH2:12][CH2:11]1)[CH3:2], predict the reactants needed to synthesize it. (7) Given the product [CH2:28]([NH:35][CH:8]([C:5]1[CH:6]=[CH:7][C:2]([F:1])=[CH:3][CH:4]=1)[CH2:9][N:10]1[CH2:15][CH2:14][N:13]([C:16]2[CH:21]=[N:20][CH:19]=[CH:18][N:17]=2)[CH2:12][CH2:11]1)[C:29]1[CH:34]=[CH:33][CH:32]=[CH:31][CH:30]=1, predict the reactants needed to synthesize it. The reactants are: [F:1][C:2]1[CH:7]=[CH:6][C:5]([CH:8](O)[CH2:9][N:10]2[CH2:15][CH2:14][N:13]([C:16]3[CH:21]=[N:20][CH:19]=[CH:18][N:17]=3)[CH2:12][CH2:11]2)=[CH:4][CH:3]=1.CS(Cl)(=O)=O.[CH2:28]([NH2:35])[C:29]1[CH:34]=[CH:33][CH:32]=[CH:31][CH:30]=1. (8) Given the product [OH:18][CH2:17][C:16]([CH3:20])([CH3:19])[CH2:15][CH2:14][CH2:13][CH2:12][CH:8]([CH2:7][CH2:6][CH2:5][CH2:4][C:3]([CH3:22])([CH3:21])[CH2:2][OH:1])[C:9](=[O:11])[CH3:23], predict the reactants needed to synthesize it. The reactants are: [OH:1][CH2:2][C:3]([CH3:22])([CH3:21])[CH2:4][CH2:5][CH2:6][CH2:7][CH:8]([CH2:12][CH2:13][CH2:14][CH2:15][C:16]([CH3:20])([CH3:19])[CH2:17][OH:18])[C:9]([OH:11])=O.[CH3:23][Li].Cl. (9) Given the product [CH3:7][O:8][C:9](=[O:14])[CH2:10][CH2:11][CH2:12][NH:13][CH:18]([C:17]([O:16][CH3:15])=[O:22])[CH2:19][CH3:20], predict the reactants needed to synthesize it. The reactants are: C(=O)([O-])[O-].[K+].[K+].[CH3:7][O:8][C:9](=[O:14])[CH2:10][CH2:11][CH2:12][NH2:13].[CH3:15][O:16][C:17](=[O:22])[C@H:18](Br)[CH2:19][CH3:20]. (10) The reactants are: [C:1]([O:5][C@@H:6]([CH3:28])[C@H:7]([NH:10][C:11](=O)OCC1C2C=CC=CC=2C2C1=CC=CC=2)[CH2:8][OH:9])([CH3:4])([CH3:3])[CH3:2].N1CCCCC1.[Cl:35][C:36]1[N:41]=C(Cl)[CH:39]=[CH:38][N:37]=1.CCN(C(C)C)C(C)C. Given the product [C:1]([O:5][C@@H:6]([CH3:28])[C@H:7]([NH:10][C:11]1[CH:39]=[CH:38][N:37]=[C:36]([Cl:35])[N:41]=1)[CH2:8][OH:9])([CH3:2])([CH3:3])[CH3:4], predict the reactants needed to synthesize it.